This data is from Forward reaction prediction with 1.9M reactions from USPTO patents (1976-2016). The task is: Predict the product of the given reaction. (1) Given the reactants [Cl:1][C:2]1[CH:3]=[C:4]([CH:15]=[CH:16][C:17]=1[C:18]([O:20][CH3:21])=[O:19])[C:5]([O:7]N1C(=O)CCC1=O)=O.Cl.[OH:23][C:24]1[CH:25]=[C:26]([CH2:30][NH2:31])[CH:27]=[CH:28][CH:29]=1.C(N(CC)CC)C, predict the reaction product. The product is: [CH3:21][O:20][C:18](=[O:19])[C:17]1[CH:16]=[CH:15][C:4]([C:5]([NH:31][CH2:30][C:26]2[CH:27]=[CH:28][CH:29]=[C:24]([OH:23])[CH:25]=2)=[O:7])=[CH:3][C:2]=1[Cl:1]. (2) Given the reactants Cl[Si:2]([C:5]([CH3:8])([CH3:7])[CH3:6])([CH3:4])[CH3:3].[OH:9][CH:10]1[CH2:15][CH2:14][CH:13]([C:16]([O:18][CH2:19][CH3:20])=[O:17])[CH2:12][CH2:11]1.N1C=CN=C1.C(O)(=O)CC(CC(O)=O)(C(O)=O)O, predict the reaction product. The product is: [CH3:6][C:5]([Si:2]([CH3:4])([CH3:3])[O:9][C@H:10]1[CH2:11][CH2:12][C@H:13]([C:16]([O:18][CH2:19][CH3:20])=[O:17])[CH2:14][CH2:15]1)([CH3:8])[CH3:7]. (3) Given the reactants [CH3:1][NH:2][C:3]1([C:8]#[N:9])[CH2:7][CH2:6][CH2:5][CH2:4]1.[F:10][CH2:11][CH2:12][O:13][CH2:14]CN.C1(=O)CCCC1, predict the reaction product. The product is: [F:10][CH2:11][CH2:12][O:13][CH2:14][CH2:1][NH:2][C:3]1([C:8]#[N:9])[CH2:7][CH2:6][CH2:5][CH2:4]1. (4) Given the reactants [OH:1][CH2:2][CH2:3][N:4]([CH2:13][CH2:14][OH:15])[C:5]1[CH:10]=[CH:9][C:8]([OH:11])=[CH:7][C:6]=1[F:12].[OH-].[K+].[CH:18]1[CH:23]=[CH:22][C:21]([CH2:24]Br)=[CH:20][CH:19]=1, predict the reaction product. The product is: [OH:1][CH2:2][CH2:3][N:4]([CH2:13][CH2:14][OH:15])[C:5]1[CH:10]=[CH:9][C:8]([O:11][CH2:24][C:21]2[CH:22]=[CH:23][CH:18]=[CH:19][CH:20]=2)=[CH:7][C:6]=1[F:12].